From a dataset of Forward reaction prediction with 1.9M reactions from USPTO patents (1976-2016). Predict the product of the given reaction. (1) Given the reactants Br[C:2]1[N:6]2[CH:7]=[CH:8][C:9]([C:11]([OH:14])([CH3:13])[CH3:12])=[N:10][C:5]2=[N:4][CH:3]=1.[F:15][C:16]1[C:21]([C:22]2[CH:27]=[CH:26][CH:25]=[CH:24][N:23]=2)=[CH:20][CH:19]=[CH:18][C:17]=1B(O)O, predict the reaction product. The product is: [F:15][C:16]1[C:21]([C:22]2[CH:27]=[CH:26][CH:25]=[CH:24][N:23]=2)=[CH:20][CH:19]=[CH:18][C:17]=1[C:2]1[N:6]2[CH:7]=[CH:8][C:9]([C:11]([OH:14])([CH3:13])[CH3:12])=[N:10][C:5]2=[N:4][CH:3]=1. (2) Given the reactants F[C:2]1[CH:10]=[CH:9][C:8]([C:11]([F:14])([F:13])[F:12])=[CH:7][C:3]=1[C:4]([OH:6])=[O:5].C(Cl)(=O)C(Cl)=O.CN(C=O)C.[CH:26]1([NH2:29])[CH2:28][CH2:27]1, predict the reaction product. The product is: [CH:26]1([NH:29][C:2]2[CH:10]=[CH:9][C:8]([C:11]([F:14])([F:13])[F:12])=[CH:7][C:3]=2[C:4]([OH:6])=[O:5])[CH2:28][CH2:27]1.